Dataset: Reaction yield outcomes from USPTO patents with 853,638 reactions. Task: Predict the reaction yield, written as a fraction of the theoretical maximum amount of product (1.0 means a 100% yield; for example, 0.34 means a 34% yield). (1) The reactants are [Cl:1][C:2]1[CH:7]=[CH:6][CH:5]=[C:4]([Cl:8])[C:3]=1[C:9]1[C:13]([CH2:14][O:15][C:16]2[CH:21]=[CH:20][C:19]([C:22]3[CH:23]=[C:24]4[C:29](=[CH:30][CH:31]=3)[C:28]([C:32]([OH:34])=O)=[CH:27][CH:26]=[CH:25]4)=[CH:18][CH:17]=2)=[C:12]([CH:35]([CH3:37])[CH3:36])[O:11][N:10]=1.C(OC(OC(C)(C)C)=O)(OC(C)(C)C)=O.[N:53]1C=CC=CC=1.C(=O)([O-])O.[NH4+]. The catalyst is C(#N)C. The product is [Cl:8][C:4]1[CH:5]=[CH:6][CH:7]=[C:2]([Cl:1])[C:3]=1[C:9]1[C:13]([CH2:14][O:15][C:16]2[CH:21]=[CH:20][C:19]([C:22]3[CH:23]=[C:24]4[C:29](=[CH:30][CH:31]=3)[C:28]([C:32]([NH2:53])=[O:34])=[CH:27][CH:26]=[CH:25]4)=[CH:18][CH:17]=2)=[C:12]([CH:35]([CH3:36])[CH3:37])[O:11][N:10]=1. The yield is 0.980. (2) The reactants are [Br:1][C:2]1[C:7]([OH:8])=[CH:6][CH:5]=[CH:4][C:3]=1[C:9](=[O:11])[CH3:10].[F:12][C:13]([F:21])(S(F)(=O)=O)C(O)=O.O. The catalyst is C(#N)C.[Cu]I. The product is [Br:1][C:2]1[C:7]([O:8][CH:13]([F:21])[F:12])=[CH:6][CH:5]=[CH:4][C:3]=1[C:9](=[O:11])[CH3:10]. The yield is 0.180. (3) The reactants are [Br:1][C:2]1[CH:3]=[CH:4][C:5]([F:12])=[C:6]([C:8](=O)[CH2:9][F:10])[CH:7]=1.[CH3:13][C:14]([S@:17]([NH2:19])=[O:18])([CH3:16])[CH3:15].O.CCOC(C)=O. The catalyst is C1COCC1.C(O[Ti](OCC)(OCC)OCC)C. The product is [Br:1][C:2]1[CH:3]=[CH:4][C:5]([F:12])=[C:6]([C:8](=[N:19][S@@:17]([C:14]([CH3:16])([CH3:15])[CH3:13])=[O:18])[CH2:9][F:10])[CH:7]=1. The yield is 0.760. (4) The yield is 0.522. The reactants are [Br:1][C:2]1[CH:3]=[C:4]2[C:9]([NH:10][C@@H:11]3[CH2:16][CH2:15][NH:14][CH2:13][C@H:12]3[CH2:17][CH3:18])=[C:8]([C:19]([NH2:21])=[O:20])[CH:7]=[N:6][N:5]2[CH:22]=1.CCN(C(C)C)C(C)C.[CH3:32][S:33](Cl)(=[O:35])=[O:34]. The product is [Br:1][C:2]1[CH:3]=[C:4]2[C:9]([NH:10][C@@H:11]3[CH2:16][CH2:15][N:14]([S:33]([CH3:32])(=[O:35])=[O:34])[CH2:13][C@H:12]3[CH2:17][CH3:18])=[C:8]([C:19]([NH2:21])=[O:20])[CH:7]=[N:6][N:5]2[CH:22]=1. The catalyst is CN(C=O)C. (5) The yield is 0.210. The reactants are [CH3:1][N:2]([CH3:20])[C:3]1[CH:19]=[CH:18][C:6]([C:7]([N:9]2[CH:14]3[CH2:15][CH2:16][CH:10]2[CH2:11][C:12](=[O:17])[CH2:13]3)=[O:8])=[CH:5][CH:4]=1.[CH3:21][Mg]Br. The catalyst is C1COCC1. The product is [CH3:1][N:2]([CH3:20])[C:3]1[CH:4]=[CH:5][C:6]([C:7]([N:9]2[CH:10]3[CH2:16][CH2:15][CH:14]2[CH2:13][C:12]([OH:17])([CH3:21])[CH2:11]3)=[O:8])=[CH:18][CH:19]=1. (6) The reactants are C(O[CH:5]([C:28]1[CH:29]=[CH:30][C:31]2[N:35]=[C:34]3[S:36][CH2:37][CH2:38][CH2:39][N:33]3[C:32]=2[CH:40]=1)[C:6]1(Br)[C:12](=[O:13])[N:11]2[C@@H:7]1[S:8][CH:9]=[C:10]2[C:14]([O:16]CC1C=CC([N+]([O-])=O)=CC=1)=[O:15])(=O)C.[H][H]. The catalyst is C1COCC1.P([O-])([O-])([O-])=O. The product is [S:36]1[C:34]2=[N:35][C:31]3[CH:30]=[CH:29][C:28](/[CH:5]=[C:6]4\[C@@H:7]5[N:11]([C:12]\4=[O:13])[C:10]([C:14]([OH:16])=[O:15])=[CH:9][S:8]5)=[CH:40][C:32]=3[N:33]2[CH2:39][CH2:38][CH2:37]1. The yield is 0.180. (7) The reactants are [CH3:1][C:2]1[CH:7]=[CH:6][C:5]([S:8]([O:11][CH2:12][CH:13]2[CH2:17][C:16]3[CH:18]=[CH:19][CH:20]=[C:21](Br)[C:15]=3[O:14]2)(=[O:10])=[O:9])=[CH:4][CH:3]=1.[CH3:23][C:24]1[CH:29]=[CH:28][CH:27]=[CH:26][C:25]=1B(O)O.CC1C=CC(S(OCC2CC3C(C4C=CC=CC=4)=CC=CC=3O2)(=O)=O)=CC=1. No catalyst specified. The product is [CH3:1][C:2]1[CH:7]=[CH:6][C:5]([S:8]([O:11][CH2:12][CH:13]2[CH2:17][C:16]3[CH:18]=[CH:19][CH:20]=[C:21]([C:25]4[CH:26]=[CH:27][CH:28]=[CH:29][C:24]=4[CH3:23])[C:15]=3[O:14]2)(=[O:10])=[O:9])=[CH:4][CH:3]=1. The yield is 0.830. (8) The catalyst is CCOC(C)=O. The product is [Cl:17][C:12]1[CH:11]=[CH:10][C:9]([NH:8][C:5](=[O:7])[CH3:6])=[CH:16][C:13]=1[C:14]#[N:15]. The yield is 0.920. The reactants are C(O[C:5](=[O:7])[CH3:6])(=O)C.[NH2:8][C:9]1[CH:10]=[CH:11][C:12]([Cl:17])=[C:13]([CH:16]=1)[C:14]#[N:15].C1(C)C=CC=CC=1.O. (9) The reactants are C(OC(=O)C)(=O)C.[CH3:8][CH:9]([CH2:13][CH2:14][C:15]([OH:17])=O)[C:10](O)=[O:11].[NH4+:18].[OH-]. No catalyst specified. The product is [CH3:8][CH:9]1[CH2:13][CH2:14][C:15](=[O:17])[NH:18][C:10]1=[O:11]. The yield is 0.780.